This data is from Forward reaction prediction with 1.9M reactions from USPTO patents (1976-2016). The task is: Predict the product of the given reaction. Given the reactants Br[C:2]1[CH:3]=[CH:4][C:5]([O:8][CH:9]2[CH2:13][CH2:12][CH2:11][CH2:10]2)=[N:6][CH:7]=1.[B:14](OC(C)C)([O:19]C(C)C)[O:15]C(C)C.[Li]CCCC.Cl, predict the reaction product. The product is: [CH:9]1([O:8][C:5]2[N:6]=[CH:7][C:2]([B:14]([OH:19])[OH:15])=[CH:3][CH:4]=2)[CH2:13][CH2:12][CH2:11][CH2:10]1.